This data is from Full USPTO retrosynthesis dataset with 1.9M reactions from patents (1976-2016). The task is: Predict the reactants needed to synthesize the given product. (1) Given the product [CH2:1]([C:3]1[CH:8]=[CH:7][C:6]([CH:9]2[CH2:10][CH:11]([C:23]3[O:25][N:29]=[C:28]([C:30]4[CH:35]=[CH:34][CH:33]=[C:32]([O:36][CH3:37])[CH:31]=4)[N:27]=3)[CH2:12][N:13]([C:15]([N:17]3[CH2:18][CH2:19][O:20][CH2:21][CH2:22]3)=[O:16])[CH2:14]2)=[CH:5][CH:4]=1)[CH3:2], predict the reactants needed to synthesize it. The reactants are: [CH2:1]([C:3]1[CH:8]=[CH:7][C:6]([CH:9]2[CH2:14][N:13]([C:15]([N:17]3[CH2:22][CH2:21][O:20][CH2:19][CH2:18]3)=[O:16])[CH2:12][CH:11]([C:23]([OH:25])=O)[CH2:10]2)=[CH:5][CH:4]=1)[CH3:2].O[NH:27][C:28]([C:30]1[CH:35]=[CH:34][CH:33]=[C:32]([O:36][CH3:37])[CH:31]=1)=[NH:29]. (2) The reactants are: [CH3:1][O:2][C:3](=[O:12])[CH2:4][CH:5]1[CH2:10][CH2:9][CH2:8][C:7](=[O:11])[CH2:6]1.C(O)C.[BH4-].[Na+]. Given the product [CH3:1][O:2][C:3](=[O:12])[CH2:4][CH:5]1[CH2:10][CH2:9][CH2:8][CH:7]([OH:11])[CH2:6]1, predict the reactants needed to synthesize it. (3) Given the product [F:1][C:2]1[CH:18]=[CH:17][C:16]([F:19])=[CH:15][C:3]=1[C:4]([NH:6][C:7]1[CH:12]=[CH:11][NH:10][C:9](=[O:13])[CH:8]=1)=[O:5], predict the reactants needed to synthesize it. The reactants are: [F:1][C:2]1[CH:18]=[CH:17][C:16]([F:19])=[CH:15][C:3]=1[C:4]([NH:6][C:7]1[CH:12]=[CH:11][N:10]=[C:9]([O:13]C)[CH:8]=1)=[O:5].Br.O. (4) Given the product [C:9](=[N:10][CH:11]([CH2:29][C:27]1[CH:26]=[CH:25][N:24]=[C:23]([Cl:22])[CH:28]=1)[C:12]#[N:13])([C:6]1[CH:5]=[CH:4][CH:3]=[CH:8][CH:7]=1)[C:14]1[CH:19]=[CH:18][CH:17]=[CH:16][CH:15]=1, predict the reactants needed to synthesize it. The reactants are: [H-].[Na+].[CH:3]1[CH:8]=[CH:7][C:6]([C:9]([C:14]2[CH:19]=[CH:18][CH:17]=[CH:16][CH:15]=2)=[N:10][CH2:11][C:12]#[N:13])=[CH:5][CH:4]=1.[H][H].[Cl:22][C:23]1[CH:28]=[C:27]([CH2:29]OS(C)(=O)=O)[CH:26]=[CH:25][N:24]=1.[Cl-].[NH4+]. (5) The reactants are: C[Si](C)(C)N[Si](C)(C)C.[Na].Cl[C:12]1[C:21]2[C:16](=[CH:17][C:18]([O:24][CH2:25][CH2:26][CH2:27][N:28]3[CH2:33][CH2:32][O:31][CH2:30][CH2:29]3)=[C:19]([O:22][CH3:23])[CH:20]=2)[N:15]=[CH:14][N:13]=1.[Cl:34][C:35]1[CH:43]=[C:42]([C:44]#[C:45][CH2:46][O:47][CH3:48])[C:38]2[O:39][CH2:40][O:41][C:37]=2[C:36]=1[NH2:49]. Given the product [Cl:34][C:35]1[CH:43]=[C:42]([C:44]#[C:45][CH2:46][O:47][CH3:48])[C:38]2[O:39][CH2:40][O:41][C:37]=2[C:36]=1[NH:49][C:12]1[C:21]2[C:16](=[CH:17][C:18]([O:24][CH2:25][CH2:26][CH2:27][N:28]3[CH2:33][CH2:32][O:31][CH2:30][CH2:29]3)=[C:19]([O:22][CH3:23])[CH:20]=2)[N:15]=[CH:14][N:13]=1, predict the reactants needed to synthesize it. (6) Given the product [C:50]([O:54][C@@H:55]([C:61]1[C:88]([CH3:89])=[CH:87][C:64]2[N:65]=[C:66]([N:68]3[CH2:73][CH2:72][N:71]([CH:74]([CH3:75])[CH3:76])[CH:70]([C:77]4[CH:78]=[C:79]5[C:83](=[CH:84][CH:85]=4)[N:82]([CH3:86])[N:81]=[CH:80]5)[CH2:69]3)[S:67][C:63]=2[C:62]=1[C:90]1[CH:91]=[CH:92][C:93]([Cl:96])=[CH:94][CH:95]=1)[C:56]([OH:58])=[O:57])([CH3:52])([CH3:53])[CH3:51], predict the reactants needed to synthesize it. The reactants are: C(O[C@@H](C1C(C)=CC2N=C(N3CCN(C(OC(C)(C)C)=O)C(C4C=C5C(=CC=4)N(C)N=C5)C3)SC=2C=1C1C=CC(Cl)=CC=1)C(O)=O)(C)(C)C.[C:50]([O:54][C@@H:55]([C:61]1[C:88]([CH3:89])=[CH:87][C:64]2[N:65]=[C:66]([N:68]3[CH2:73][CH2:72][N:71]([CH:74]([CH3:76])[CH3:75])[CH:70]([C:77]4[CH:78]=[C:79]5[C:83](=[CH:84][CH:85]=4)[N:82]([CH3:86])[N:81]=[CH:80]5)[CH2:69]3)[S:67][C:63]=2[C:62]=1[C:90]1[CH:95]=[CH:94][C:93]([Cl:96])=[CH:92][CH:91]=1)[C:56]([O:58]CC)=[O:57])([CH3:53])([CH3:52])[CH3:51].